This data is from NCI-60 drug combinations with 297,098 pairs across 59 cell lines. The task is: Regression. Given two drug SMILES strings and cell line genomic features, predict the synergy score measuring deviation from expected non-interaction effect. (1) Drug 1: CN(C)N=NC1=C(NC=N1)C(=O)N. Drug 2: C1CC(C1)(C(=O)O)C(=O)O.[NH2-].[NH2-].[Pt+2]. Cell line: NCIH23. Synergy scores: CSS=46.9, Synergy_ZIP=-0.0483, Synergy_Bliss=2.04, Synergy_Loewe=-15.7, Synergy_HSA=3.13. (2) Drug 1: CN(C)N=NC1=C(NC=N1)C(=O)N. Drug 2: CC(C1=C(C=CC(=C1Cl)F)Cl)OC2=C(N=CC(=C2)C3=CN(N=C3)C4CCNCC4)N. Cell line: SK-OV-3. Synergy scores: CSS=5.42, Synergy_ZIP=-2.03, Synergy_Bliss=-0.141, Synergy_Loewe=-1.76, Synergy_HSA=-0.0593.